Predict the reactants needed to synthesize the given product. From a dataset of Retrosynthesis with 50K atom-mapped reactions and 10 reaction types from USPTO. (1) Given the product CCC(CC)(Oc1ccc(Cl)cc1C1CC(=O)NC(c2cc(F)ccc2C)C12C(=O)N(C(=O)OCCOC)c1cc(Cl)ccc12)C(=O)NS(C)(=O)=O, predict the reactants needed to synthesize it. The reactants are: CCC(CC)(Oc1ccc(Cl)cc1C1CC(=O)NC(c2cc(F)ccc2C)C12C(=O)Nc1cc(Cl)ccc12)C(=O)NS(C)(=O)=O.COCCOC(=O)Cl. (2) Given the product CC1(C)CCN(c2ccc3c(c2)[nH]c2c(C(N)=O)ccc(Br)c23)C1=O, predict the reactants needed to synthesize it. The reactants are: CC(C)(CCO)C(=O)Nc1ccc2c(c1)[nH]c1c(C(N)=O)ccc(Br)c12. (3) Given the product O=C(c1ccc(CCc2ccccc2)cc1)N1CCc2cc(CN3CCCC3)oc2C1, predict the reactants needed to synthesize it. The reactants are: C1CCNC1.C=O.O=C(c1ccc(CCc2ccccc2)cc1)N1CCc2ccoc2C1. (4) Given the product Cc1ccc2nc(N3CCS(=O)(=O)c4ccccc4C3)cc(NCCN3CCS(=O)(=O)CC3)c2c1, predict the reactants needed to synthesize it. The reactants are: Cc1ccc2nc(N3CCS(=O)(=O)c4ccccc4C3)cc(Cl)c2c1.NCCN1CCS(=O)(=O)CC1. (5) Given the product CC(C)CN1C(=O)C2CC(c3ccc([N+](=O)[O-])cc3)(C2)C1=O, predict the reactants needed to synthesize it. The reactants are: CC(C)CI.O=C1NC(=O)C2(c3ccc([N+](=O)[O-])cc3)CC1C2. (6) Given the product Cn1cc(-c2cnc3[nH]cc(-c4cn(Cc5ccccc5)nn4)c3c2)cn1, predict the reactants needed to synthesize it. The reactants are: Cn1cc(-c2cnc3c(c2)c(-c2cn(Cc4ccccc4)nn2)cn3C(=O)OC(C)(C)C)cn1. (7) Given the product O=C1CCC(=O)N(c2ccccc2)c2cc(Cl)ccc21, predict the reactants needed to synthesize it. The reactants are: Brc1ccccc1.O=C1CCC(=O)c2ccc(Cl)cc2N1. (8) Given the product CC(C)(C)[Si](OC1CC2C(C1)C2C(=O)O)(c1ccccc1)c1ccccc1, predict the reactants needed to synthesize it. The reactants are: CCOC(=O)C1C2CC(O[Si](c3ccccc3)(c3ccccc3)C(C)(C)C)CC21. (9) Given the product CN1CCN(c2ccc(Nc3ncc(C(F)(F)F)c(CCc4cccc(C(N)=O)c4)n3)cc2)CC1, predict the reactants needed to synthesize it. The reactants are: CN1CCN(c2ccc(Nc3ncc(C(F)(F)F)c(CCc4cccc(C(=O)OC(C)(C)C)c4)n3)cc2)CC1.[NH4+].